This data is from Reaction yield outcomes from USPTO patents with 853,638 reactions. The task is: Predict the reaction yield, written as a fraction of the theoretical maximum amount of product (1.0 means a 100% yield; for example, 0.34 means a 34% yield). (1) The reactants are Br[C:2]1[CH:3]=[C:4]([N:8]2[CH2:13][CH2:12][O:11][CH2:10][CH2:9]2)[CH:5]=[CH:6][CH:7]=1.[CH2:14]1[C:23]2[C:18](=[CH:19][CH:20]=[CH:21][CH:22]=2)[CH2:17][CH2:16][N:15]1[CH2:24][CH:25]([OH:34])[CH2:26][N:27]1[CH2:32][CH2:31][NH:30][CH2:29][C:28]1=[O:33].CC(C1C=C(C(C)C)C(C2C=CC=CC=2P(C2CCCCC2)C2CCCCC2)=C(C(C)C)C=1)C.CC([O-])(C)C.[Na+]. The catalyst is C1C=CC(/C=C/C(/C=C/C2C=CC=CC=2)=O)=CC=1.C1C=CC(/C=C/C(/C=C/C2C=CC=CC=2)=O)=CC=1.[Pd].O1CCOCC1. The product is [CH2:14]1[C:23]2[C:18](=[CH:19][CH:20]=[CH:21][CH:22]=2)[CH2:17][CH2:16][N:15]1[CH2:24][CH:25]([OH:34])[CH2:26][N:27]1[CH2:32][CH2:31][N:30]([C:2]2[CH:7]=[CH:6][CH:5]=[C:4]([N:8]3[CH2:13][CH2:12][O:11][CH2:10][CH2:9]3)[CH:3]=2)[CH2:29][C:28]1=[O:33]. The yield is 0.0170. (2) The reactants are [CH3:1][C:2]1[N:3]=[C:4]([N:10]2[CH2:14][CH2:13][N:12]([CH2:15][C:16]3[CH:21]=[CH:20][C:19]([C:22]([F:25])([F:24])[F:23])=[CH:18][CH:17]=3)[C:11]2=[O:26])[S:5][C:6]=1[C:7]([NH2:9])=O.CO[C:29](OC)([N:31](C)C)[CH3:30].C(O)(=O)C.O.[NH2:41]N. The catalyst is O1CCOCC1. The product is [CH3:1][C:2]1[N:3]=[C:4]([N:10]2[CH2:14][CH2:13][N:12]([CH2:15][C:16]3[CH:21]=[CH:20][C:19]([C:22]([F:25])([F:24])[F:23])=[CH:18][CH:17]=3)[C:11]2=[O:26])[S:5][C:6]=1[C:7]1[NH:31][C:29]([CH3:30])=[N:41][N:9]=1. The yield is 0.580. (3) The yield is 0.480. The catalyst is CN(C=O)C. The reactants are [CH3:1][O:2][C:3]([C:5]1[C:10]([O:11][CH2:12][C:13]2[CH:18]=[CH:17][CH:16]=[CH:15][CH:14]=2)=[C:9](Br)[CH:8]=[C:7]([Br:20])[N:6]=1)=[O:4].[N-:21]=[N+:22]=[N-:23].[Li+]. The product is [CH3:1][O:2][C:3]([C:5]1[C:10]([O:11][CH2:12][C:13]2[CH:18]=[CH:17][CH:16]=[CH:15][CH:14]=2)=[C:9]([N:21]=[N+:22]=[N-:23])[CH:8]=[C:7]([Br:20])[N:6]=1)=[O:4]. (4) The reactants are [C:1]([O:5][C:6]([N:8]([CH2:47][CH3:48])[CH2:9][CH2:10][C:11]1[N:12]([CH3:46])[C:13]2[CH:14]=[C:15]3[CH2:24][CH2:23][CH2:22][C:21]4[C:25]([OH:45])=[C:26]([C:41]([O:43]C)=[O:42])[C:27](=[O:40])[N:28]([CH2:29][C:30]5[CH:35]=[CH:34][C:33]([O:36][CH3:37])=[CH:32][C:31]=5[O:38][CH3:39])[C:20]=4[C:16]3=[CH:17][C:18]=2[CH:19]=1)=[O:7])([CH3:4])([CH3:3])[CH3:2].[Li+].[I-].Cl. The catalyst is CCOC(C)=O. The product is [C:1]([O:5][C:6]([N:8]([CH2:47][CH3:48])[CH2:9][CH2:10][C:11]1[N:12]([CH3:46])[C:13]2[CH:14]=[C:15]3[CH2:24][CH2:23][CH2:22][C:21]4[C:25]([OH:45])=[C:26]([C:41]([OH:43])=[O:42])[C:27](=[O:40])[N:28]([CH2:29][C:30]5[CH:35]=[CH:34][C:33]([O:36][CH3:37])=[CH:32][C:31]=5[O:38][CH3:39])[C:20]=4[C:16]3=[CH:17][C:18]=2[CH:19]=1)=[O:7])([CH3:4])([CH3:3])[CH3:2]. The yield is 0.980. (5) The reactants are Cl.[F:2][C:3]1[CH:12]=[CH:11][C:10]([O:13][CH2:14][CH2:15][CH3:16])=[C:9]2[C:4]=1[C:5](=[O:39])[C:6]([C:23]1[CH:28]=[CH:27][C:26]([O:29][CH2:30][CH2:31][O:32]C3CCCCO3)=[CH:25][CH:24]=1)=[CH:7][N:8]2[CH2:17][C:18]([O:20][CH2:21][CH3:22])=[O:19]. The yield is 0.890. The product is [CH2:21]([O:20][C:18](=[O:19])[CH2:17][N:8]1[C:9]2[C:4](=[C:3]([F:2])[CH:12]=[CH:11][C:10]=2[O:13][CH2:14][CH2:15][CH3:16])[C:5](=[O:39])[C:6]([C:23]2[CH:28]=[CH:27][C:26]([O:29][CH2:30][CH2:31][OH:32])=[CH:25][CH:24]=2)=[CH:7]1)[CH3:22]. The catalyst is C(O)C. (6) The reactants are Br[C:2]1[CH:10]=[CH:9][CH:8]=[C:7]2[C:3]=1[CH:4]=[CH:5][N:6]2[CH3:11].[CH:12]1([N:15]2[CH2:20][C:19]3([CH2:25][CH2:24][N:23]([S:26]([C:29]4[CH:34]=[CH:33][C:32](B5OC(C)(C)C(C)(C)O5)=[CH:31][CH:30]=4)(=[O:28])=[O:27])[CH2:22][CH2:21]3)[O:18][CH2:17][C:16]2=[O:44])[CH2:14][CH2:13]1. No catalyst specified. The product is [CH:12]1([N:15]2[CH2:20][C:19]3([CH2:25][CH2:24][N:23]([S:26]([C:29]4[CH:30]=[CH:31][C:32]([C:2]5[CH:10]=[CH:9][CH:8]=[C:7]6[C:3]=5[CH:4]=[CH:5][N:6]6[CH3:11])=[CH:33][CH:34]=4)(=[O:27])=[O:28])[CH2:22][CH2:21]3)[O:18][CH2:17][C:16]2=[O:44])[CH2:13][CH2:14]1. The yield is 0.450.